From a dataset of Full USPTO retrosynthesis dataset with 1.9M reactions from patents (1976-2016). Predict the reactants needed to synthesize the given product. Given the product [Cl:1][C:2]1[CH:6]=[CH:5][N:4]([C:7]2[CH:8]=[N:9][CH:10]=[CH:11][CH:12]=2)[N:3]=1, predict the reactants needed to synthesize it. The reactants are: [Cl:1][C:2]1[CH2:6][CH2:5][N:4]([C:7]2[CH:8]=[N:9][CH:10]=[CH:11][CH:12]=2)[N:3]=1.